Dataset: Catalyst prediction with 721,799 reactions and 888 catalyst types from USPTO. Task: Predict which catalyst facilitates the given reaction. (1) Reactant: [CH2:1]([C:4]1[C:12]2[O:11][N:10]=[C:9]([CH2:13][CH2:14][C:15]3[N:16]=[C:17]([C:23]4[CH:28]=[CH:27][C:26]([Cl:29])=[CH:25][C:24]=4[Cl:30])[O:18][C:19]=3[CH:20]([CH3:22])[CH3:21])[C:8]=2[CH:7]=[CH:6][C:5]=1[O:31][CH2:32][C:33]([O:35][CH2:36][CH3:37])=[O:34])[CH:2]=[CH2:3]. Product: [CH2:1]([C:4]1[C:12]2[O:11][N:10]=[C:9]([CH2:13][CH2:14][C:15]3[N:16]=[C:17]([C:23]4[CH:28]=[CH:27][C:26]([Cl:29])=[CH:25][C:24]=4[Cl:30])[O:18][C:19]=3[CH:20]([CH3:21])[CH3:22])[C:8]=2[CH:7]=[CH:6][C:5]=1[O:31][CH2:32][C:33]([O:35][CH2:36][CH3:37])=[O:34])[CH2:2][CH3:3]. The catalyst class is: 29. (2) Reactant: F[C:2]1[CH:20]=[CH:19][CH:18]=[C:17]([C:21]([F:24])([F:23])[F:22])[C:3]=1[C:4]([NH:6][C:7]1[CH:12]=[CH:11][CH:10]=[C:9]([S:13](=[O:16])(=[O:15])[NH2:14])[CH:8]=1)=[O:5].[F:25][C:26]1[CH:31]=[CH:30][C:29]([OH:32])=[C:28]([O:33][CH3:34])[CH:27]=1.C([O-])([O-])=O.[Cs+].[Cs+].Cl. Product: [F:25][C:26]1[CH:31]=[CH:30][C:29]([O:32][C:2]2[CH:20]=[CH:19][CH:18]=[C:17]([C:21]([F:24])([F:23])[F:22])[C:3]=2[C:4]([NH:6][C:7]2[CH:12]=[CH:11][CH:10]=[C:9]([S:13](=[O:16])(=[O:15])[NH2:14])[CH:8]=2)=[O:5])=[C:28]([O:33][CH3:34])[CH:27]=1. The catalyst class is: 37. (3) Reactant: [C:1]([C:4]1[CH:9]=[CH:8][C:7]([C@@H:10]2[NH:14][CH:13]([C:15]([OH:17])=[O:16])[CH2:12][S:11]2)=[CH:6][CH:5]=1)(=[O:3])[CH3:2].CCN(C(C)C)C(C)C.Cl[C:28]([O:30][CH2:31][C:32]1[CH:37]=[CH:36][CH:35]=[CH:34][CH:33]=1)=[O:29]. Product: [CH2:31]([O:30][C:28]([N:14]1[CH:13]([C:15]([OH:17])=[O:16])[CH2:12][S:11][C@@H:10]1[C:7]1[CH:6]=[CH:5][C:4]([C:1](=[O:3])[CH3:2])=[CH:9][CH:8]=1)=[O:29])[C:32]1[CH:37]=[CH:36][CH:35]=[CH:34][CH:33]=1. The catalyst class is: 3. (4) Reactant: [C:1]([CH2:3][C:4]([OH:6])=O)#[N:2].Cl.CN(C)CCCN=C=NCC.O.ON1C2C=CC=CC=2N=N1.CCN(C(C)C)C(C)C.[F:39][C:40]([F:50])([F:49])[C:41]1[CH:42]=[C:43]([CH:46]=[CH:47][CH:48]=1)[CH2:44][NH2:45]. Product: [C:1]([CH2:3][C:4]([NH:45][CH2:44][C:43]1[CH:46]=[CH:47][CH:48]=[C:41]([C:40]([F:39])([F:49])[F:50])[CH:42]=1)=[O:6])#[N:2]. The catalyst class is: 20. (5) Reactant: C(OC([N:8]1[CH2:11][CH:10]([N:12]2[CH2:17][CH2:16][C:15]([OH:19])([CH3:18])[CH2:14][CH2:13]2)[CH2:9]1)=O)(C)(C)C. Product: [NH:8]1[CH2:11][CH:10]([N:12]2[CH2:17][CH2:16][C:15]([CH3:18])([OH:19])[CH2:14][CH2:13]2)[CH2:9]1. The catalyst class is: 157.